Dataset: Catalyst prediction with 721,799 reactions and 888 catalyst types from USPTO. Task: Predict which catalyst facilitates the given reaction. (1) Reactant: [CH3:1][C:2]1[CH:7]=[C:6]([CH3:8])[NH:5][C:4](=[O:9])[C:3]=1[CH2:10][NH:11][C:12]([C:14]1[CH:15]=[C:16]([CH:29]2[CH2:32][N:31](C(OC(C)(C)C)=O)[CH2:30]2)[CH:17]=[C:18]([N:21]([CH3:28])[CH:22]2[CH2:27][CH2:26][O:25][CH2:24][CH2:23]2)[C:19]=1[CH3:20])=[O:13].C(O)(C(F)(F)F)=O. Product: [NH:31]1[CH2:30][CH:29]([C:16]2[CH:17]=[C:18]([N:21]([CH3:28])[CH:22]3[CH2:27][CH2:26][O:25][CH2:24][CH2:23]3)[C:19]([CH3:20])=[C:14]([CH:15]=2)[C:12]([NH:11][CH2:10][C:3]2[C:4](=[O:9])[NH:5][C:6]([CH3:8])=[CH:7][C:2]=2[CH3:1])=[O:13])[CH2:32]1. The catalyst class is: 2. (2) Reactant: [C:1]([O:5][C:6]([NH:8][CH2:9][C@@H:10]1[CH2:15][CH2:14][C@H:13](C2C=C([N+]([O-])=O)C=CC=2C([O-])=O)[CH2:12][CH2:11]1)=[O:7])([CH3:4])([CH3:3])[CH3:2].[OH-:28].[Na+]. Product: [OH:28][C@@H:13]1[CH2:14][CH2:15][C@H:10]([CH2:9][NH:8][C:6](=[O:7])[O:5][C:1]([CH3:4])([CH3:3])[CH3:2])[CH2:11][CH2:12]1. The catalyst class is: 5. (3) Reactant: ClC1C=C(C=CC=1)C(OO)=[O:6].[Cl:12][C:13]1[S:17][C:16]([C:18]2[N:19]=[C:20]([N:27]3[C:35]4[C:30](=[CH:31][CH:32]=[C:33]([O:36][CH2:37][C:38]([N:40]([CH3:42])[CH3:41])=[O:39])[CH:34]=4)[CH:29]=[N:28]3)[C:21]3[CH2:26][S:25][CH2:24][C:22]=3[N:23]=2)=[CH:15][CH:14]=1. Product: [Cl:12][C:13]1[S:17][C:16]([C:18]2[N:19]=[C:20]([N:27]3[C:35]4[C:30](=[CH:31][CH:32]=[C:33]([O:36][CH2:37][C:38]([N:40]([CH3:42])[CH3:41])=[O:39])[CH:34]=4)[CH:29]=[N:28]3)[C:21]3[CH2:26][S:25](=[O:6])[CH2:24][C:22]=3[N:23]=2)=[CH:15][CH:14]=1. The catalyst class is: 220. (4) Reactant: ClCC1C=CC(C(Cl)=O)=CC=1.[CH3:12][O:13][C:14]1[CH:15]=[C:16]2[C:21](=[CH:22][C:23]=1[O:24][CH3:25])[N:20]=[CH:19][CH:18]=[C:17]2[O:26][C:27]1[CH:33]=[CH:32][C:30]([NH2:31])=[CH:29][CH:28]=1.[Cl:34][CH2:35][C:36]1[CH:41]=[CH:40][C:39]([C:42]([N:44]=[C:45]=[S:46])=[O:43])=[CH:38][CH:37]=1. Product: [Cl:34][CH2:35][C:36]1[CH:37]=[CH:38][C:39]([C:42]([N:44]=[C:45]=[S:46])=[O:43])=[CH:40][CH:41]=1.[Cl:34][CH2:35][C:36]1[CH:37]=[CH:38][C:39]([C:42]([NH:44][C:45]([NH:31][C:30]2[CH:32]=[CH:33][C:27]([O:26][C:17]3[C:16]4[C:21](=[CH:22][C:23]([O:24][CH3:25])=[C:14]([O:13][CH3:12])[CH:15]=4)[N:20]=[CH:19][CH:18]=3)=[CH:28][CH:29]=2)=[S:46])=[O:43])=[CH:40][CH:41]=1. The catalyst class is: 234. (5) Reactant: [Cl:1][C:2]1[CH:10]=[C:9]2[C:5]([C:6]([C:11]([N:13]3[CH2:18][CH2:17][C:16]4([C:22]5[CH:23]=[CH:24][CH:25]=[CH:26][C:21]=5[C:20](=[O:27])[O:19]4)[CH2:15][CH2:14]3)=[O:12])=[CH:7][NH:8]2)=[CH:4][CH:3]=1.[H-].[Na+].F[C:31]1[CH:36]=[CH:35][CH:34]=[CH:33][N:32]=1. Product: [Cl:1][C:2]1[CH:10]=[C:9]2[C:5]([C:6]([C:11]([N:13]3[CH2:18][CH2:17][C:16]4([C:22]5[CH:23]=[CH:24][CH:25]=[CH:26][C:21]=5[C:20](=[O:27])[O:19]4)[CH2:15][CH2:14]3)=[O:12])=[CH:7][N:8]2[C:31]2[CH:36]=[CH:35][CH:34]=[CH:33][N:32]=2)=[CH:4][CH:3]=1. The catalyst class is: 3. (6) Reactant: [F:1][C:2]1[C:11]2[O:10][CH2:9][CH:8]([CH2:12]OS(C3C=CC(C)=CC=3)(=O)=O)[O:7][C:6]=2[CH:5]=[C:4]([S:24]([CH3:27])(=[O:26])=[O:25])[CH:3]=1.[CH2:28]([NH2:31])[CH:29]=[CH2:30]. Product: [F:1][C:2]1[C:11]2[O:10][CH2:9][CH:8]([CH2:12][NH:31][CH2:28][CH:29]=[CH2:30])[O:7][C:6]=2[CH:5]=[C:4]([S:24]([CH3:27])(=[O:25])=[O:26])[CH:3]=1. The catalyst class is: 10. (7) Reactant: CON(C)[C:4](=[O:21])[C:5]1[CH:10]=[CH:9][C:8]([C:11]([F:14])([F:13])[F:12])=[C:7]([O:15][CH2:16][C:17]([F:20])([F:19])[F:18])[CH:6]=1.[CH3:23][Mg]Br.Cl. Product: [F:20][C:17]([F:18])([F:19])[CH2:16][O:15][C:7]1[CH:6]=[C:5]([C:4](=[O:21])[CH3:23])[CH:10]=[CH:9][C:8]=1[C:11]([F:12])([F:13])[F:14]. The catalyst class is: 680.